This data is from Full USPTO retrosynthesis dataset with 1.9M reactions from patents (1976-2016). The task is: Predict the reactants needed to synthesize the given product. (1) Given the product [C:13]([C:17]1[CH:21]=[C:20]([NH:22][C:23]([NH:25][C:26]2[C:35]3[C:30](=[CH:31][CH:32]=[CH:33][CH:34]=3)[CH:29]=[CH:28][CH:27]=2)=[O:24])[N:19]([C:36]2[CH:37]=[C:38]([O:42][S:2](=[O:4])(=[O:3])[NH:5][C:6]([N:8]3[CH2:12][CH2:11][CH2:10][CH2:9]3)=[O:7])[CH:39]=[CH:40][CH:41]=2)[N:18]=1)([CH3:16])([CH3:14])[CH3:15], predict the reactants needed to synthesize it. The reactants are: Cl[S:2]([N:5]=[C:6]=[O:7])(=[O:4])=[O:3].[NH:8]1[CH2:12][CH2:11][CH2:10][CH2:9]1.[C:13]([C:17]1[CH:21]=[C:20]([NH:22][C:23]([NH:25][C:26]2[C:35]3[C:30](=[CH:31][CH:32]=[CH:33][CH:34]=3)[CH:29]=[CH:28][CH:27]=2)=[O:24])[N:19]([C:36]2[CH:41]=[CH:40][CH:39]=[C:38]([OH:42])[CH:37]=2)[N:18]=1)([CH3:16])([CH3:15])[CH3:14].Cl.[Na+].[Cl-]. (2) Given the product [Cl:3][C:4]1[CH:5]=[C:6]([C@H:10]2[CH2:11][CH2:12][C:13](=[O:23])[N:14]([C@@H:25]([CH2:30][CH3:31])[C:26]([O:28][CH3:29])=[O:27])[C@@H:15]2[C:16]2[CH:17]=[CH:18][C:19]([Cl:22])=[CH:20][CH:21]=2)[CH:7]=[CH:8][CH:9]=1, predict the reactants needed to synthesize it. The reactants are: [H-].[Na+].[Cl:3][C:4]1[CH:5]=[C:6]([C@@H:10]2[C@@H:15]([C:16]3[CH:21]=[CH:20][C:19]([Cl:22])=[CH:18][CH:17]=3)[NH:14][C:13](=[O:23])[CH2:12][CH2:11]2)[CH:7]=[CH:8][CH:9]=1.Br[CH:25]([CH2:30][CH3:31])[C:26]([O:28][CH3:29])=[O:27]. (3) Given the product [CH:15]([C:2]1[N:7]=[CH:6][C:5]([CH2:8][N:9]2[CH2:14][CH2:13][O:12][CH2:11][CH2:10]2)=[CH:4][CH:3]=1)=[CH2:16], predict the reactants needed to synthesize it. The reactants are: Br[C:2]1[N:7]=[CH:6][C:5]([CH2:8][N:9]2[CH2:14][CH2:13][O:12][CH2:11][CH2:10]2)=[CH:4][CH:3]=1.[CH2:15]([Sn](CCCC)(CCCC)C=C)[CH2:16]CC. (4) Given the product [C:1]([O:5][C:6]([N:8]1[CH2:13][CH2:12][C@H:11]([C:14]2[CH:15]=[C:16]([C:41]3[CH:42]=[CH:43][C:38]([C:36]([O:35][CH2:33][CH3:34])=[O:37])=[CH:39][CH:40]=3)[CH:17]=[CH:18][CH:19]=2)[C@@H:10]([O:21][CH2:22][C:23]2[CH:32]=[CH:31][C:30]3[C:25](=[CH:26][CH:27]=[CH:28][CH:29]=3)[CH:24]=2)[CH2:9]1)=[O:7])([CH3:4])([CH3:3])[CH3:2], predict the reactants needed to synthesize it. The reactants are: [C:1]([O:5][C:6]([N:8]1[CH2:13][CH2:12][C@H:11]([C:14]2[CH:19]=[CH:18][CH:17]=[C:16](Br)[CH:15]=2)[C@@H:10]([O:21][CH2:22][C:23]2[CH:32]=[CH:31][C:30]3[C:25](=[CH:26][CH:27]=[CH:28][CH:29]=3)[CH:24]=2)[CH2:9]1)=[O:7])([CH3:4])([CH3:3])[CH3:2].[CH2:33]([O:35][C:36]([C:38]1[CH:43]=[CH:42][C:41](B(O)O)=[CH:40][CH:39]=1)=[O:37])[CH3:34].C(COC)OC.C([O-])([O-])=O.[Na+].[Na+]. (5) Given the product [CH3:20][CH2:19][CH2:18][CH:17]([CH3:22])[CH3:16].[C:1]([O:5][C:6]([NH:8][C:9]1[CH:14]=[CH:13][CH:12]=[CH:11][C:10]=1[NH:15][C:16](=[O:32])[C:17]1[CH:18]=[CH:19][C:20]([C:34]2[C:39]([C:40]#[N:41])=[CH:38][C:37]([CH:42]=[O:43])=[CH:36][N:35]=2)=[CH:21][CH:22]=1)=[O:7])([CH3:4])([CH3:2])[CH3:3], predict the reactants needed to synthesize it. The reactants are: [C:1]([O:5][C:6]([NH:8][C:9]1[CH:14]=[CH:13][CH:12]=[CH:11][C:10]=1[NH:15][C:16](=[O:32])[C:17]1[CH:22]=[CH:21][C:20](B2OC(C)(C)C(C)(C)O2)=[CH:19][CH:18]=1)=[O:7])([CH3:4])([CH3:3])[CH3:2].Cl[C:34]1[C:39]([C:40]#[N:41])=[CH:38][C:37]([CH:42]=[O:43])=[CH:36][N:35]=1.C(=O)([O-])O.[Na+]. (6) Given the product [CH2:1]1[N:6]([S:40]([C:37]2[CH:38]=[CH:39][C:32]3[O:31][CH2:30][CH2:29][N:28]4[CH:27]=[C:26]([C:25]5[N:21]([CH:18]([CH3:19])[CH3:20])[N:22]=[CH:23][N:24]=5)[N:35]=[C:34]4[C:33]=3[CH:36]=2)(=[O:42])=[O:41])[CH2:5][CH2:4][N:3]2[CH2:7][CH2:8][CH2:9][CH2:10][CH:2]12, predict the reactants needed to synthesize it. The reactants are: [CH2:1]1[NH:6][CH2:5][CH2:4][N:3]2[CH2:7][CH2:8][CH2:9][CH2:10][CH:2]12.CCN(CC)CC.[CH:18]([N:21]1[C:25]([C:26]2[N:35]=[C:34]3[N:28]([CH2:29][CH2:30][O:31][C:32]4[CH:39]=[CH:38][C:37]([S:40](Cl)(=[O:42])=[O:41])=[CH:36][C:33]=43)[CH:27]=2)=[N:24][CH:23]=[N:22]1)([CH3:20])[CH3:19]. (7) Given the product [ClH:41].[CH2:9]([N:21]([CH2:22][CH:23]1[CH2:28][CH2:27][N:26]([C:29]([C:31]2[N:32]([CH3:40])[N:33]=[C:34]3[C:39]=2[CH:38]=[CH:37][CH:36]=[CH:35]3)=[O:30])[CH2:25][CH2:24]1)[CH2:20][CH2:19][C:16]1[CH:17]=[CH:18][C:13]([F:12])=[CH:14][CH:15]=1)[CH3:10], predict the reactants needed to synthesize it. The reactants are: C([O-])([O-])=O.[K+].[K+].[I-].[K+].[CH2:9](Br)[CH3:10].[F:12][C:13]1[CH:18]=[CH:17][C:16]([CH2:19][CH2:20][NH:21][CH2:22][CH:23]2[CH2:28][CH2:27][N:26]([C:29]([C:31]3[N:32]([CH3:40])[N:33]=[C:34]4[C:39]=3[CH:38]=[CH:37][CH:36]=[CH:35]4)=[O:30])[CH2:25][CH2:24]2)=[CH:15][CH:14]=1.[ClH:41].